Dataset: Full USPTO retrosynthesis dataset with 1.9M reactions from patents (1976-2016). Task: Predict the reactants needed to synthesize the given product. (1) The reactants are: [NH2:1][C@H:2]([C:8](O)=O)[CH2:3]CC(=O)O.[CH3:11][C:12]1C=CC(P(C2C=CC(C)=CC=2)CCP(C2C=CC(C)=CC=2)C2C=CC(C)=CC=2)=C[CH:13]=1.[CH:43]1C=CC2N(O)N=NC=2[CH:48]=1.C1CN([P+](ON2N=NC3C=CC=CC2=3)(N2CCCC2)N2CCCC2)CC1.F[P-](F)(F)(F)(F)F. Given the product [CH3:43][CH2:48][N:1]([CH:2]([CH3:3])[CH3:8])[CH:12]([CH3:13])[CH3:11], predict the reactants needed to synthesize it. (2) Given the product [Br:4][C:5]1[C:6]([CH3:16])=[C:7]([C:12]([O:14][CH3:15])=[O:13])[S:8][C:9]=1[C:10]#[N:2], predict the reactants needed to synthesize it. The reactants are: Cl.[NH2:2]O.[Br:4][C:5]1[C:6]([CH3:16])=[C:7]([C:12]([O:14][CH3:15])=[O:13])[S:8][C:9]=1[CH:10]=O.FC(F)(F)C(OC(=O)C(F)(F)F)=O.Cl. (3) Given the product [F:43][C:29]([F:28])([F:42])[C:30]1[CH:31]=[CH:32][C:33]([N:36]2[CH2:37][CH2:38][N:39]([CH2:69][CH2:70][CH:71]3[CH2:75][C:74]4([CH2:76][CH2:77][CH2:78][CH2:79][CH2:80]4)[C:73](=[O:81])[O:72]3)[CH2:40][CH2:41]2)=[N:34][CH:35]=1, predict the reactants needed to synthesize it. The reactants are: N1C2C=CC=CC=2N=C1C1(CCC2OC(=O)C(CC)(CC)C2)CCNCC1.[F:28][C:29]([F:43])([F:42])[C:30]1[CH:31]=[CH:32][C:33]([N:36]2[CH2:41][CH2:40][NH:39][CH2:38][CH2:37]2)=[N:34][CH:35]=1.N1(C2C=CC=CC=2C#N)CCNCC1.CC1C=CC(S(O[CH2:69][CH2:70][CH:71]2[CH2:75][C:74]3([CH2:80][CH2:79][CH2:78][CH2:77][CH2:76]3)[C:73](=[O:81])[O:72]2)(=O)=O)=CC=1.CC1C=CC(S(OCCC2CC(CC)(CC)C(=O)O2)(=O)=O)=CC=1. (4) Given the product [N:1]1[C:10]2[C:5](=[CH:6][CH:7]=[CH:8][C:9]=2[S:11]([N:14]2[CH2:21][C:20]3[CH:22]=[CH:23][CH:24]=[CH:25][C:19]=3[CH2:18][O:17][CH2:16][C@H:15]2[CH2:26][C:27]#[N:29])(=[O:12])=[O:13])[CH:4]=[CH:3][CH:2]=1, predict the reactants needed to synthesize it. The reactants are: [N:1]1[C:10]2[C:5](=[CH:6][CH:7]=[CH:8][C:9]=2[S:11]([N:14]2[CH2:21][C:20]3[CH:22]=[CH:23][CH:24]=[CH:25][C:19]=3[CH2:18][O:17][CH2:16][C@H:15]2[CH2:26][C:27]([NH2:29])=O)(=[O:13])=[O:12])[CH:4]=[CH:3][CH:2]=1.N1C=CC=CC=1.O(C(C(F)(F)F)=O)C(C(F)(F)F)=O. (5) Given the product [NH:19]1[CH2:16][CH2:17][N:14]=[C:13]1[CH:10]1[C:11]2[C:6](=[CH:5][C:4]([CH3:15])=[C:3]([O:2][CH3:1])[CH:12]=2)[O:27][CH2:8][CH2:9]1, predict the reactants needed to synthesize it. The reactants are: [CH3:1][O:2][C:3]1[CH:12]=[C:11]2[C:6](C[CH2:8][CH2:9][CH:10]2[C:13]#[N:14])=[CH:5][C:4]=1[CH3:15].[CH2:16]([NH2:19])[CH2:17]N.C1(C)C=CC(S(O)(=O)=[O:27])=CC=1.